This data is from Peptide-MHC class I binding affinity with 185,985 pairs from IEDB/IMGT. The task is: Regression. Given a peptide amino acid sequence and an MHC pseudo amino acid sequence, predict their binding affinity value. This is MHC class I binding data. (1) The peptide sequence is SVKGLTPSK. The MHC is HLA-A33:01 with pseudo-sequence HLA-A33:01. The binding affinity (normalized) is 0.156. (2) The peptide sequence is LLPAVSSGK. The MHC is HLA-A11:01 with pseudo-sequence HLA-A11:01. The binding affinity (normalized) is 0.242.